Predict the product of the given reaction. From a dataset of Forward reaction prediction with 1.9M reactions from USPTO patents (1976-2016). (1) Given the reactants [Br:1][C:2]1[CH:10]=[C:9]2[C:5]([C:6]([C:11](=[O:13])[CH3:12])=[CH:7][NH:8]2)=[CH:4][CH:3]=1.Br[CH2:15][C:16]([O:18][C:19]([CH3:22])([CH3:21])[CH3:20])=[O:17].C(=O)([O-])[O-].[K+].[K+], predict the reaction product. The product is: [C:11]([C:6]1[C:5]2[C:9](=[CH:10][C:2]([Br:1])=[CH:3][CH:4]=2)[N:8]([CH2:15][C:16]([O:18][C:19]([CH3:22])([CH3:21])[CH3:20])=[O:17])[CH:7]=1)(=[O:13])[CH3:12]. (2) Given the reactants [CH:1]1([C:4]2[NH:25][C:7]3[N:8]=[N:9][C:10]([CH2:12][CH2:13][CH2:14][CH2:15][N:16]4[CH:20]=[C:19]([C:21]([O:23]C)=[O:22])[N:18]=[N:17]4)=[CH:11][C:6]=3[CH:5]=2)[CH2:3][CH2:2]1.[Li+].[OH-], predict the reaction product. The product is: [CH:1]1([C:4]2[NH:25][C:7]3[N:8]=[N:9][C:10]([CH2:12][CH2:13][CH2:14][CH2:15][N:16]4[CH:20]=[C:19]([C:21]([OH:23])=[O:22])[N:18]=[N:17]4)=[CH:11][C:6]=3[CH:5]=2)[CH2:3][CH2:2]1. (3) Given the reactants Cl[C:2]1[C:11]2[C:6](=[CH:7][CH:8]=[CH:9][CH:10]=2)[CH:5]=[CH:4][N:3]=1.[NH2:12][C@@H:13]1[CH2:18][CH2:17][CH2:16][N:15]([C:19]([O:21][C:22]([CH3:25])([CH3:24])[CH3:23])=[O:20])[CH2:14]1.CC([O-])(C)C.[K+].C1C=CC(P(C2C(C3C(P(C4C=CC=CC=4)C4C=CC=CC=4)=CC=C4C=3C=CC=C4)=C3C(C=CC=C3)=CC=2)C2C=CC=CC=2)=CC=1, predict the reaction product. The product is: [C:2]1([NH:12][C@@H:13]2[CH2:18][CH2:17][CH2:16][N:15]([C:19]([O:21][C:22]([CH3:25])([CH3:24])[CH3:23])=[O:20])[CH2:14]2)[C:11]2[C:6](=[CH:7][CH:8]=[CH:9][CH:10]=2)[CH:5]=[CH:4][N:3]=1. (4) Given the reactants [O:1]1[C:5]2[CH:6]=[C:7]([S:10][CH:11]([C:22]3[C:27]([F:28])=[CH:26][CH:25]=[C:24]([F:29])[C:23]=3[F:30])[C:12]3[C:13]([CH3:21])=[CH:14][C:15]([C:18]([NH2:20])=[O:19])=[N:16][CH:17]=3)[CH:8]=[CH:9][C:4]=2[CH:3]=[CH:2]1.[OH2:31].C[OH:33], predict the reaction product. The product is: [O:1]1[C:5]2[CH:6]=[C:7]([S:10]([CH:11]([C:22]3[C:27]([F:28])=[CH:26][CH:25]=[C:24]([F:29])[C:23]=3[F:30])[C:12]3[C:13]([CH3:21])=[CH:14][C:15]([C:18]([NH2:20])=[O:19])=[N:16][CH:17]=3)(=[O:33])=[O:31])[CH:8]=[CH:9][C:4]=2[CH:3]=[CH:2]1. (5) The product is: [Cl:2][C:3]1[CH:8]=[C:7]([N:9]2[CH:13]=[CH:12][C:11]([C:14]([F:15])([F:16])[F:17])=[N:10]2)[CH:6]=[CH:5][C:4]=1[CH2:18][CH2:19][NH:20][C:48]([C:43]1[C:42]([C:41]([F:52])([F:40])[F:51])=[CH:47][CH:46]=[CH:45][N:44]=1)=[O:49]. Given the reactants Cl.[Cl:2][C:3]1[CH:8]=[C:7]([N:9]2[CH:13]=[CH:12][C:11]([C:14]([F:17])([F:16])[F:15])=[N:10]2)[CH:6]=[CH:5][C:4]=1[CH2:18][CH2:19][NH2:20].ON1C2C=CC=CC=2N=N1.C(N(CC)C(C)C)(C)C.[F:40][C:41]([F:52])([F:51])[C:42]1[C:43]([C:48](O)=[O:49])=[N:44][CH:45]=[CH:46][CH:47]=1, predict the reaction product. (6) Given the reactants [O:1]([CH2:9][CH2:10][NH:11][C:12](=[O:44])[CH2:13][CH2:14][CH2:15][C:16]1([C:38]2[CH:43]=[CH:42][CH:41]=[CH:40][CH:39]=2)[N:20]([C:21](=[O:26])[C:22]([CH3:25])([CH3:24])[CH3:23])[N:19]=[C:18]([NH:27]C(=O)C(C2C=CC=CC=2)C)[S:17]1)[Si:2]([C:5]([CH3:8])([CH3:7])[CH3:6])([CH3:4])[CH3:3].[BH4-].[Na+], predict the reaction product. The product is: [NH2:27][C:18]1[S:17][C:16]([CH2:15][CH2:14][CH2:13][C:12]([NH:11][CH2:10][CH2:9][O:1][Si:2]([C:5]([CH3:6])([CH3:7])[CH3:8])([CH3:4])[CH3:3])=[O:44])([C:38]2[CH:39]=[CH:40][CH:41]=[CH:42][CH:43]=2)[N:20]([C:21](=[O:26])[C:22]([CH3:25])([CH3:24])[CH3:23])[N:19]=1. (7) Given the reactants [Cl:1][C:2]1[CH:3]=[C:4]([CH:9]2[C:18]3[C:13](=[CH:14][CH:15]=[CH:16][CH:17]=3)[C:12](=[N:19][CH3:20])[CH2:11][CH2:10]2)[CH:5]=[CH:6][C:7]=1[Cl:8].O1CCCC1.[H][H], predict the reaction product. The product is: [CH3:20][NH:19][C@@H:12]1[C:13]2[CH:14]=[CH:15][CH:16]=[CH:17][C:18]=2[C@H:9]([C:4]2[CH:5]=[CH:6][C:7]([Cl:8])=[C:2]([Cl:1])[CH:3]=2)[CH2:10][CH2:11]1.